From a dataset of Reaction yield outcomes from USPTO patents with 853,638 reactions. Predict the reaction yield, written as a fraction of the theoretical maximum amount of product (1.0 means a 100% yield; for example, 0.34 means a 34% yield). (1) The product is [CH2:1]([N:8]1[CH2:12][CH2:11][C@H:10]([O:13][S:28]([C:25]2[CH:26]=[CH:27][C:22]([CH3:32])=[CH:23][CH:24]=2)(=[O:30])=[O:29])[CH2:9]1)[C:2]1[CH:3]=[CH:4][CH:5]=[CH:6][CH:7]=1. The catalyst is COC(C)(C)C. The reactants are [CH2:1]([N:8]1[CH2:12][CH2:11][C@H:10]([OH:13])[CH2:9]1)[C:2]1[CH:7]=[CH:6][CH:5]=[CH:4][CH:3]=1.N12CCN(CC1)CC2.[C:22]1([CH3:32])[CH:27]=[CH:26][C:25]([S:28](Cl)(=[O:30])=[O:29])=[CH:24][CH:23]=1. The yield is 0.940. (2) The reactants are COC([C:5]1[CH:6]=[C:7]([C:11]2[CH:16]=[CH:15][CH:14]=[C:13](OCC3C=CC=CC=3)[CH:12]=2)[CH:8]=[CH:9][CH:10]=1)=O.[CH3:25][O:26][C:27](=[O:36])[CH2:28]C1C=CC=C(Br)C=1.[CH2:37]([O:44]C1C=C(B(O)O)C=CC=1)[C:38]1[CH:43]=[CH:42][CH:41]=[CH:40][CH:39]=1.[OH-].[Ba+2].[OH-]. The catalyst is COCCOC.C1C=CC([P]([Pd]([P](C2C=CC=CC=2)(C2C=CC=CC=2)C2C=CC=CC=2)([P](C2C=CC=CC=2)(C2C=CC=CC=2)C2C=CC=CC=2)[P](C2C=CC=CC=2)(C2C=CC=CC=2)C2C=CC=CC=2)(C2C=CC=CC=2)C2C=CC=CC=2)=CC=1.O. The product is [CH3:25][O:26][C:27](=[O:36])[CH2:28][C:13]1([O:44][CH2:37][C:38]2[CH:39]=[CH:40][CH:41]=[CH:42][CH:43]=2)[CH:14]=[CH:15][CH:16]=[C:11]([C:7]2[CH:8]=[CH:9][CH:10]=[CH:5][CH:6]=2)[CH2:12]1. The yield is 0.490. (3) The reactants are [OH-].[Na+].C[O:4][C:5]([C@@H:7]1[CH2:11][CH2:10][CH2:9][C@@H:8]1[C:12](=[O:20])[C:13]1[CH:18]=[CH:17][C:16]([Br:19])=[CH:15][CH:14]=1)=[O:6]. The product is [Br:19][C:16]1[CH:15]=[CH:14][C:13]([C:12]([C@@H:8]2[CH2:9][CH2:10][CH2:11][C@H:7]2[C:5]([OH:6])=[O:4])=[O:20])=[CH:18][CH:17]=1. The yield is 0.830. The catalyst is O.CO. (4) The reactants are [Cl:1][C:2]1[N:3]=[C:4]([C:9]([OH:11])=O)[NH:5][C:6]=1[CH2:7][CH3:8].S(Cl)(Cl)=O.[NH2:16][C:17]1[CH:22]=[CH:21][C:20]([C:23]2[O:24][C:25]([CH3:32])=[C:26]([C:28]([O:30][CH3:31])=[O:29])[N:27]=2)=[CH:19][C:18]=1[O:33][CH3:34]. The catalyst is N1C=CC=CC=1. The product is [Cl:1][C:2]1[N:3]=[C:4]([C:9]([NH:16][C:17]2[CH:22]=[CH:21][C:20]([C:23]3[O:24][C:25]([CH3:32])=[C:26]([C:28]([O:30][CH3:31])=[O:29])[N:27]=3)=[CH:19][C:18]=2[O:33][CH3:34])=[O:11])[NH:5][C:6]=1[CH2:7][CH3:8]. The yield is 0.710. (5) The reactants are [C:1]([O:5][C:6](CC1N2N=C(C(O)=O)C=CC2=N[N:10]=1)=[O:7])([CH3:4])([CH3:3])[CH3:2].CN(C([O:28][N:29]1[N:37]=[N:36][C:31]2[CH:32]=[CH:33][CH:34]=[N:35][C:30]1=2)=[N+](C)C)C.F[P-](F)(F)(F)(F)F.C([N:47]([CH2:50]C)CC)C.C[N:53]([CH:55]=[O:56])C. No catalyst specified. The product is [CH3:1][OH:5].[NH4+:10].[OH-:28].[C:55]([C:31]1[CH:32]=[CH:33][C:34]2[N:35]([C:30]([CH2:50][NH:47][C:6](=[O:7])[O:5][C:1]([CH3:2])([CH3:3])[CH3:4])=[N:29][N:37]=2)[N:36]=1)(=[O:56])[NH2:53]. The yield is 0.0100. (6) The catalyst is CN(C=O)C. The yield is 0.130. The reactants are [CH3:1][N:2]1[CH:6]=[C:5]([C:7]2[CH:8]=[C:9]3[C:14](=[CH:15][CH:16]=2)[N:13]([C:17]2[C:21]4[CH2:22][N:23]([C:26](=[O:28])[CH3:27])[CH2:24][CH2:25][C:20]=4[N:19]([C@H:29]4[CH2:33][CH2:32][O:31][CH2:30]4)[N:18]=2)[CH2:12][CH2:11][NH:10]3)[CH:4]=[N:3]1.[H-].[Na+].[CH3:36]I. The product is [CH3:36][N:10]1[C:9]2[C:14](=[CH:15][CH:16]=[C:7]([C:5]3[CH:4]=[N:3][N:2]([CH3:1])[CH:6]=3)[CH:8]=2)[N:13]([C:17]2[C:21]3[CH2:22][N:23]([C:26](=[O:28])[CH3:27])[CH2:24][CH2:25][C:20]=3[N:19]([C@H:29]3[CH2:33][CH2:32][O:31][CH2:30]3)[N:18]=2)[CH2:12][CH2:11]1. (7) The reactants are Cl[C:2](Cl)([O:4]C(=O)OC(Cl)(Cl)Cl)Cl.[CH2:13]([N:15]1[C:19]2[N:20]=[C:21]([C:31]3[CH:37]=[CH:36][C:34]([NH2:35])=[CH:33][CH:32]=3)[N:22]=[C:23]([N:24]3[CH2:29][CH2:28][O:27][CH2:26][C@@H:25]3[CH3:30])[C:18]=2[N:17]=[N:16]1)[CH3:14].[CH3:38][O:39][C:40]1[CH:46]=[CH:45][C:43]([NH2:44])=[CH:42][CH:41]=1.CCN(CC)CC. The catalyst is C(Cl)Cl. The product is [CH2:13]([N:15]1[C:19]2[N:20]=[C:21]([C:31]3[CH:37]=[CH:36][C:34]([NH:35][C:2]([NH:44][C:43]4[CH:45]=[CH:46][C:40]([O:39][CH3:38])=[CH:41][CH:42]=4)=[O:4])=[CH:33][CH:32]=3)[N:22]=[C:23]([N:24]3[CH2:29][CH2:28][O:27][CH2:26][C@@H:25]3[CH3:30])[C:18]=2[N:17]=[N:16]1)[CH3:14]. The yield is 0.340. (8) The reactants are Cl.[F:2][C:3]1[CH:8]=[CH:7][C:6]([C:9]2[O:10][C:11]3[CH2:16][CH2:15][NH:14][CH2:13][C:12]=3[N:17]=2)=[CH:5][CH:4]=1.Cl[C:19]1[C:24]([C:25]#[N:26])=[CH:23][CH:22]=[CH:21][N:20]=1.CCN(C(C)C)C(C)C. The catalyst is CN(C=O)C. The product is [F:2][C:3]1[CH:4]=[CH:5][C:6]([C:9]2[O:10][C:11]3[CH2:16][CH2:15][N:14]([C:19]4[N:20]=[CH:21][CH:22]=[CH:23][C:24]=4[C:25]#[N:26])[CH2:13][C:12]=3[N:17]=2)=[CH:7][CH:8]=1. The yield is 0.150. (9) The reactants are [CH:1](NN=NC1C=CC(C)=CC=1)([CH3:3])[CH3:2].[OH:14][C@@H:15]1[CH2:19][C:18](=[O:20])[C@H:17]([S:21][CH2:22][CH2:23][CH2:24][S:25][CH2:26][C:27]([OH:29])=[O:28])[C@H:16]1/[CH:30]=[CH:31]/[C@@H:32]([OH:38])[CH2:33][CH2:34][CH2:35][CH2:36][CH3:37]. The yield is 0.380. The catalyst is CC(C)=O. The product is [CH:1]([O:28][C:27](=[O:29])[CH2:26][S:25][CH2:24][CH2:23][CH2:22][S:21][C@H:17]1[C:18](=[O:20])[CH2:19][C@@H:15]([OH:14])[C@@H:16]1/[CH:30]=[CH:31]/[C@@H:32]([OH:38])[CH2:33][CH2:34][CH2:35][CH2:36][CH3:37])([CH3:3])[CH3:2]. (10) The reactants are [N:1]1[C:10]2[C:5](=[CH:6][C:7]([CH2:11][C:12]3[N:16]4[N:17]=[C:18]([C:21](=O)[CH3:22])[CH:19]=[CH:20][C:15]4=[N:14][N:13]=3)=[CH:8][CH:9]=2)[CH:4]=[CH:3][CH:2]=1.Cl.[NH:25]([C:27]([NH2:29])=[O:28])[NH2:26]. The catalyst is CO. The product is [N:1]1[C:10]2[C:5](=[CH:6][C:7]([CH2:11][C:12]3[N:16]4[N:17]=[C:18](/[C:21](=[N:26]/[NH:25][C:27]([NH2:29])=[O:28])/[CH3:22])[CH:19]=[CH:20][C:15]4=[N:14][N:13]=3)=[CH:8][CH:9]=2)[CH:4]=[CH:3][CH:2]=1. The yield is 0.840.